This data is from Peptide-MHC class I binding affinity with 185,985 pairs from IEDB/IMGT. The task is: Regression. Given a peptide amino acid sequence and an MHC pseudo amino acid sequence, predict their binding affinity value. This is MHC class I binding data. (1) The peptide sequence is IVQRFLGL. The MHC is H-2-Db with pseudo-sequence H-2-Db. The binding affinity (normalized) is 0.00510. (2) The peptide sequence is LADVCNWTY. The MHC is HLA-A30:01 with pseudo-sequence HLA-A30:01. The binding affinity (normalized) is 0.0847.